From a dataset of Forward reaction prediction with 1.9M reactions from USPTO patents (1976-2016). Predict the product of the given reaction. Given the reactants [CH2:1]([C@@H:8]1[CH2:12][O:11][C:10](=[O:13])[N:9]1[C:14](=[O:33])[C@H:15]([CH3:32])[C@H:16]([C@H:18]1[CH2:22][O:21][C:20]([CH3:24])([CH3:23])[N:19]1[C:25]([O:27][C:28]([CH3:31])([CH3:30])[CH3:29])=[O:26])[OH:17])[C:2]1[CH:7]=[CH:6][CH:5]=[CH:4][CH:3]=1.N1C(C)=CC=CC=1C.FC(F)(F)S(O[Si:48]([C:51]([CH3:54])([CH3:53])[CH3:52])([CH3:50])[CH3:49])(=O)=O, predict the reaction product. The product is: [CH2:1]([C@@H:8]1[CH2:12][O:11][C:10](=[O:13])[N:9]1[C:14](=[O:33])[C@H:15]([CH3:32])[C@H:16]([C@H:18]1[CH2:22][O:21][C:20]([CH3:24])([CH3:23])[N:19]1[C:25]([O:27][C:28]([CH3:31])([CH3:30])[CH3:29])=[O:26])[O:17][Si:48]([C:51]([CH3:54])([CH3:53])[CH3:52])([CH3:50])[CH3:49])[C:2]1[CH:7]=[CH:6][CH:5]=[CH:4][CH:3]=1.